From a dataset of Full USPTO retrosynthesis dataset with 1.9M reactions from patents (1976-2016). Predict the reactants needed to synthesize the given product. Given the product [ClH:2].[Cl:2][C:3]1[CH:8]=[CH:7][C:6]([CH:9]2[N:13]([C:14]3[CH:19]=[CH:18][C:17]([Cl:20])=[CH:16][C:15]=3[Cl:21])[N:12]=[C:11]([C:22]([NH:24][N:25]3[CH2:26][CH2:27][CH2:28][CH2:29][CH2:30]3)=[O:23])[CH2:10]2)=[CH:5][CH:4]=1, predict the reactants needed to synthesize it. The reactants are: Cl.[Cl:2][C:3]1[CH:8]=[CH:7][C:6]([CH:9]2[N:13]([C:14]3[CH:19]=[CH:18][C:17]([Cl:20])=[CH:16][C:15]=3[Cl:21])[N:12]=[C:11]([C:22]([NH:24][N:25]3[CH2:30][CH2:29][CH2:28][CH2:27][CH2:26]3)=[O:23])[CH2:10]2)=[CH:5][CH:4]=1.